This data is from Experimentally validated miRNA-target interactions with 360,000+ pairs, plus equal number of negative samples. The task is: Binary Classification. Given a miRNA mature sequence and a target amino acid sequence, predict their likelihood of interaction. (1) The miRNA is hsa-miR-153-5p with sequence UCAUUUUUGUGAUGUUGCAGCU. The protein sequence of the target gene is MALRVTRNTKINAENKAKVSMAGAKRVPVTVTAASKPGLRPRTALGDIGNKVSEELQARVPLKREAKTLGTGKGTVKALPKPVEKVPVCEPEVELAEPEPEPELEHVREEKLSPEPILVDNPSPSPMETSGCAPAEEYLCQAFSDVILAVSDVDADDGADPNLCSEYVKDIYAYLRQLEEEQSVRPKYLQGREVTGNMRAILIDWLIQVQMKFRLLQETMYMTVSIIDRFMQNSCVPKKMLQLVGVTAMFIASKYEEMYPPEIGDFAFVTNNTYTKHQIRQMEMKILRVLNFSLGRPLPL.... Result: 0 (no interaction). (2) The miRNA is hsa-miR-3691-3p with sequence ACCAAGUCUGCGUCAUCCUCUC. The protein sequence of the target gene is MSIMDHSPTTGVVTVIVILIAIAALGALILGCWCYLRLQRISQSEDEESIVGDGETKEPFLLVQYSAKGPCVERKAKLMTPNGPEVHG. Result: 0 (no interaction). (3) The protein sequence of the target gene is MSWLFGVNKGPKGEGAGPPPPLPPAQPGAEGGGDRGLGDRPAPKDKWSNFDPTGLERAAKAARELEHSRYAKEALNLAQMQEQTLQLEQQSKLKEYEAAVEQLKSEQIRAQAEERRKTLSEETRQHQARAQYQDKLARQRYEDQLKQQQLLNEENLRKQEESVQKQEAMRRATVEREMELRHKNEMLRVETEARARAKAERENADIIREQIRLKASEHRQTVLESIRTAGTLFGEGFRAFVTDRDKVTATVAGLTLLAVGVYSAKNATAVTGRFIEARLGKPSLVRETSRITVLEALRHP.... The miRNA is hsa-miR-6787-3p with sequence UCUCAGCUGCUGCCCUCUCCAG. Result: 0 (no interaction). (4) The miRNA is hsa-miR-6511b-3p with sequence CCUCACCACCCCUUCUGCCUGCA. The protein sequence of the target gene is MEPELEHTLPGTLTWSHSGGPESQEMDFLEQGENSWPSPAVATSSERTCAIRGVKASRWTRQEAVEEAEPPGLGEGAQSRPAAESTRQEATFPKATPLAQAVPLAEAETSPTGWDLLLPDCAASAGGSSTGDLELTIEFPAPEAWDCELEGLGKDRPRPGPSPQAPLLGLSWDDELQKPGAQVYMHFMQEHTCYDAMATSSKLVIFDTTLEIKKAFFAMVANGVRAAPLWDSKKQSFVGMLTITDFILVLHRYYRSPLVQIYEIEEHKIETWREIYLQGCFKPLVSISPNDSLFEAVYAL.... Result: 0 (no interaction). (5) The miRNA is hsa-miR-185-5p with sequence UGGAGAGAAAGGCAGUUCCUGA. The protein sequence of the target gene is MHTCCPPVTLEQDLHRKMHSWMLQTLAFAVTSLVLSCAETIDYYGEICDNACPCEEKDGILTVSCENRGIISLSEISPPRFPIYHLLLSGNLLNRLYPNEFVNYTGASILHLGSNVIQDIETGAFHGLRGLRRLHLNNNKLELLRDDTFLGLENLEYLQVDYNYISVIEPNAFGKLHLLQVLILNDNLLSSLPNNLFRFVPLTHLDLRGNRLKLLPYVGLLQHMDKVVELQLEENPWNCSCELISLKDWLDSISYSALVGDVVCETPFRLHGRDLDEVSKQELCPRRLISDYEMRPQTPL.... Result: 1 (interaction).